Dataset: Full USPTO retrosynthesis dataset with 1.9M reactions from patents (1976-2016). Task: Predict the reactants needed to synthesize the given product. (1) Given the product [OH:8][C:9]1[CH:10]=[C:11]([CH:21]=[C:22]([O:24][C@H:25]([CH3:29])[CH2:26][O:27][CH3:28])[CH:23]=1)[C:12]([NH:14][C:15]1[CH:19]=[CH:18][N:17]([CH3:20])[N:16]=1)=[O:13], predict the reactants needed to synthesize it. The reactants are: C([O:8][C:9]1[CH:10]=[C:11]([CH:21]=[C:22]([O:24][C@H:25]([CH3:29])[CH2:26][O:27][CH3:28])[CH:23]=1)[C:12]([NH:14][C:15]1[CH:19]=[CH:18][N:17]([CH3:20])[N:16]=1)=[O:13])C1C=CC=CC=1. (2) Given the product [CH2:2]1[O:3][C:4]2([CH2:8][CH2:13][CH:12]([C:11]([OH:14])([CH3:10])[CH3:16])[CH2:20][CH2:19]2)[O:15][CH2:1]1, predict the reactants needed to synthesize it. The reactants are: [CH2:1]1[O:15][C:4]([CH:8]2[CH2:13][CH2:12][C:11](=[O:14])[CH2:10]C2)(OCC)[O:3][CH2:2]1.[CH3:16][Mg]Br.[CH3:19][CH2:20]OCC. (3) The reactants are: Cl.Cl.[CH2:3]([N:11]([CH3:26])[C:12](=[NH:25])[NH:13][C:14](=[NH:24])[NH:15][CH2:16][C:17]1[CH:22]=[CH:21][C:20]([Cl:23])=[CH:19][CH:18]=1)[CH2:4][CH2:5][CH2:6][CH2:7][CH2:8][CH2:9][CH3:10].[CH2:27]([OH:29])[CH3:28].Cl.[CH3:31][C:32]([CH3:34])=[O:33]. Given the product [C:27]([OH:33])(=[O:29])[CH3:28].[CH2:3]([N:11]([CH3:26])[C:12]1[N:13]=[C:14]([NH:15][CH2:16][C:17]2[CH:18]=[CH:19][C:20]([Cl:23])=[CH:21][CH:22]=2)[NH:24][C:32]([CH3:34])([CH3:31])[N:25]=1)[CH2:4][CH2:5][CH2:6][CH2:7][CH2:8][CH2:9][CH3:10], predict the reactants needed to synthesize it. (4) Given the product [F:1][C:2]1[CH:3]=[C:4]2[C:5]([CH2:8][C:9](=[O:10])[NH:12]2)=[CH:6][CH:7]=1, predict the reactants needed to synthesize it. The reactants are: [F:1][C:2]1[CH:7]=[CH:6][C:5]([CH2:8][C:9](O)=[O:10])=[C:4]([N+:12]([O-])=O)[CH:3]=1.[H][H]. (5) Given the product [NH:1]1[C:9]2[C:4](=[CH:5][C:6]([NH:10][C:11]3[C:12]4[CH2:24][O:23][CH2:22][CH2:21][C:13]=4[N:14]=[C:15]([N:31]4[CH2:30][C:29]5[C:33](=[CH:34][CH:35]=[C:27]([O:26][CH3:25])[CH:28]=5)[CH2:32]4)[N:16]=3)=[CH:7][CH:8]=2)[CH:3]=[N:2]1, predict the reactants needed to synthesize it. The reactants are: [NH:1]1[C:9]2[C:4](=[CH:5][C:6]([NH:10][C:11]3[C:12]4[CH2:24][O:23][CH2:22][CH2:21][C:13]=4[N:14]=[C:15](S(C)(=O)=O)[N:16]=3)=[CH:7][CH:8]=2)[CH:3]=[N:2]1.[CH3:25][O:26][C:27]1[CH:28]=[C:29]2[C:33](=[CH:34][CH:35]=1)[CH2:32][NH:31][CH2:30]2. (6) The reactants are: C([N:8]1[C:12]2[N:13]=[C:14]([NH:27][C:28]3[CH:35]=[CH:34][C:31]([C:32]#[N:33])=[CH:30][CH:29]=3)[N:15]=[C:16]([O:17][C:18]3[C:23]([CH3:24])=[CH:22][C:21]([CH3:25])=[CH:20][C:19]=3[CH3:26])[C:11]=2[CH:10]=[CH:9]1)C1C=CC=CC=1.[Cl-].[Al+3].[Cl-].[Cl-]. Given the product [CH3:26][C:19]1[CH:20]=[C:21]([CH3:25])[CH:22]=[C:23]([CH3:24])[C:18]=1[O:17][C:16]1[C:11]2[CH:10]=[CH:9][NH:8][C:12]=2[N:13]=[C:14]([NH:27][C:28]2[CH:35]=[CH:34][C:31]([C:32]#[N:33])=[CH:30][CH:29]=2)[N:15]=1, predict the reactants needed to synthesize it. (7) Given the product [N:1]1([CH:8]([C:12]2[CH:13]=[CH:14][CH:15]=[CH:16][CH:17]=2)[C:9]([O:11][C@@H:20]2[CH:21]3[CH2:24][CH2:25][N:18]([CH2:23][CH2:22]3)[CH2:19]2)=[O:10])[CH2:7][CH2:6][CH2:5][CH2:4][CH2:3][CH2:2]1, predict the reactants needed to synthesize it. The reactants are: [N:1]1([CH:8]([C:12]2[CH:17]=[CH:16][CH:15]=[CH:14][CH:13]=2)[C:9]([OH:11])=[O:10])[CH2:7][CH2:6][CH2:5][CH2:4][CH2:3][CH2:2]1.[N:18]12[CH2:25][CH2:24][CH:21]([CH2:22][CH2:23]1)[C@@H:20](O)[CH2:19]2.C1C=CC2N(O)N=NC=2C=1.C1CCC(N=C=NC2CCCCC2)CC1. (8) Given the product [Cl:1][C:2]1[CH:7]=[C:6]([S:8]([F:13])([F:9])([F:10])([F:11])[F:12])[CH:5]=[CH:4][C:3]=1[O:14][CH3:15], predict the reactants needed to synthesize it. The reactants are: [Cl:1][C:2]1[CH:7]=[C:6]([S:8]([F:13])([F:12])([F:11])([F:10])[F:9])[CH:5]=[CH:4][C:3]=1[OH:14].[C:15]([O-])([O-])=O.[K+].[K+].CI. (9) Given the product [C:9]1([N:8]([C:15]2[CH:20]=[CH:19][CH:18]=[C:17]([C:40]3[CH:45]=[CH:44][CH:43]=[CH:42][CH:41]=3)[N:16]=2)[C:6]2[CH:5]=[CH:4][CH:3]=[C:2]([C:22]3[CH:27]=[CH:26][CH:25]=[CH:24][CH:23]=3)[N:7]=2)[CH:14]=[CH:13][CH:12]=[CH:11][CH:10]=1, predict the reactants needed to synthesize it. The reactants are: Br[C:2]1[N:7]=[C:6]([N:8]([C:15]2[CH:20]=[CH:19][CH:18]=[C:17](Br)[N:16]=2)[C:9]2[CH:14]=[CH:13][CH:12]=[CH:11][CH:10]=2)[CH:5]=[CH:4][CH:3]=1.[C:22]1(B(O)O)[CH:27]=[CH:26][CH:25]=[CH:24][CH:23]=1.O.[O-]P([O-])([O-])=O.[K+].[K+].[K+].[C:40]1(C)[CH:45]=[CH:44][CH:43]=[CH:42][CH:41]=1. (10) Given the product [Cl:1][C:2]1[CH:3]=[C:4]2[C:10]([C:11]3[N:16]=[C:15]([NH:17][C@H:18]4[CH2:23][CH2:22][CH2:21][C@@:20]([CH3:28])([C:24]([OH:26])=[O:25])[CH2:19]4)[C:14]([F:29])=[CH:13][N:12]=3)=[CH:9][NH:8][C:5]2=[N:6][CH:7]=1, predict the reactants needed to synthesize it. The reactants are: [Cl:1][C:2]1[CH:3]=[C:4]2[C:10]([C:11]3[N:16]=[C:15]([NH:17][C@H:18]4[CH2:23][CH2:22][CH2:21][C@@:20]([CH3:28])([C:24]([O:26]C)=[O:25])[CH2:19]4)[C:14]([F:29])=[CH:13][N:12]=3)=[CH:9][NH:8][C:5]2=[N:6][CH:7]=1.O.[Li+].[OH-].